This data is from NCI-60 drug combinations with 297,098 pairs across 59 cell lines. The task is: Regression. Given two drug SMILES strings and cell line genomic features, predict the synergy score measuring deviation from expected non-interaction effect. (1) Drug 1: CN1CCC(CC1)COC2=C(C=C3C(=C2)N=CN=C3NC4=C(C=C(C=C4)Br)F)OC. Drug 2: C1C(C(OC1N2C=NC(=NC2=O)N)CO)O. Cell line: U251. Synergy scores: CSS=1.03, Synergy_ZIP=-1.85, Synergy_Bliss=-3.10, Synergy_Loewe=-5.17, Synergy_HSA=-3.71. (2) Drug 1: CNC(=O)C1=CC=CC=C1SC2=CC3=C(C=C2)C(=NN3)C=CC4=CC=CC=N4. Drug 2: CC1=CC2C(CCC3(C2CCC3(C(=O)C)OC(=O)C)C)C4(C1=CC(=O)CC4)C. Cell line: SF-268. Synergy scores: CSS=-1.80, Synergy_ZIP=1.76, Synergy_Bliss=-6.26, Synergy_Loewe=-16.5, Synergy_HSA=-11.3. (3) Drug 1: CCC1(CC2CC(C3=C(CCN(C2)C1)C4=CC=CC=C4N3)(C5=C(C=C6C(=C5)C78CCN9C7C(C=CC9)(C(C(C8N6C=O)(C(=O)OC)O)OC(=O)C)CC)OC)C(=O)OC)O.OS(=O)(=O)O. Drug 2: C1=NC(=NC(=O)N1C2C(C(C(O2)CO)O)O)N. Cell line: KM12. Synergy scores: CSS=19.0, Synergy_ZIP=-14.2, Synergy_Bliss=-5.02, Synergy_Loewe=-30.9, Synergy_HSA=-5.85. (4) Drug 1: CC1=C2C(C(=O)C3(C(CC4C(C3C(C(C2(C)C)(CC1OC(=O)C(C(C5=CC=CC=C5)NC(=O)OC(C)(C)C)O)O)OC(=O)C6=CC=CC=C6)(CO4)OC(=O)C)O)C)O. Drug 2: C1CCC(C(C1)N)N.C(=O)(C(=O)[O-])[O-].[Pt+4]. Cell line: RXF 393. Synergy scores: CSS=-3.44, Synergy_ZIP=0.459, Synergy_Bliss=-0.804, Synergy_Loewe=-3.59, Synergy_HSA=-3.59. (5) Drug 1: CC(C1=C(C=CC(=C1Cl)F)Cl)OC2=C(N=CC(=C2)C3=CN(N=C3)C4CCNCC4)N. Drug 2: CS(=O)(=O)C1=CC(=C(C=C1)C(=O)NC2=CC(=C(C=C2)Cl)C3=CC=CC=N3)Cl. Cell line: NCI-H226. Synergy scores: CSS=12.8, Synergy_ZIP=-3.52, Synergy_Bliss=1.72, Synergy_Loewe=1.42, Synergy_HSA=1.37. (6) Cell line: OVCAR-4. Synergy scores: CSS=2.83, Synergy_ZIP=-1.14, Synergy_Bliss=-0.524, Synergy_Loewe=-1.33, Synergy_HSA=-0.233. Drug 1: CC1=CC2C(CCC3(C2CCC3(C(=O)C)OC(=O)C)C)C4(C1=CC(=O)CC4)C. Drug 2: C1=C(C(=O)NC(=O)N1)N(CCCl)CCCl.